This data is from Catalyst prediction with 721,799 reactions and 888 catalyst types from USPTO. The task is: Predict which catalyst facilitates the given reaction. (1) Reactant: C1CCC(N=C=NC2CCCCC2)CC1.[CH:16]1[CH:17]=[CH:18][C:19]([NH:26][C:27]2[C:28]([Cl:34])=[CH:29][CH:30]=[CH:31][C:32]=2[Cl:33])=[C:20]([CH2:22][C:23]([OH:25])=[O:24])[CH:21]=1.[CH3:35][C:36]1([CH3:43])[O:40][CH:39]([CH2:41]O)[CH2:38][O:37]1. Product: [Cl:34][C:28]1[CH:29]=[CH:30][CH:31]=[C:32]([Cl:33])[C:27]=1[NH:26][C:19]1[CH:18]=[CH:17][CH:16]=[CH:21][C:20]=1[CH2:22][C:23]([O:25][CH2:41][CH:39]1[CH2:38][O:37][C:36]([CH3:43])([CH3:35])[O:40]1)=[O:24]. The catalyst class is: 79. (2) Reactant: [CH3:1][N:2]1[CH:6]=[CH:5][N:4]=[CH:3]1.[CH2:7]([I:10])[CH2:8][CH3:9]. Product: [I-:10].[CH3:1][N+:2]1[CH:6]=[CH:5][N:4]([CH2:7][CH2:8][CH3:9])[CH:3]=1. The catalyst class is: 11. (3) Reactant: [NH2:1][C:2]1[CH:3]=[CH:4][C:5]([O:19][CH2:20][CH2:21][CH3:22])=[C:6]([C:8]2[NH:13][C:12](=[O:14])[C:11]([CH2:15][CH3:16])=[C:10]([CH2:17][CH3:18])[N:9]=2)[CH:7]=1.C(O)(=O)C.[O-:27][C:28]#[N:29].[K+]. Product: [CH2:17]([C:10]1[N:9]=[C:8]([C:6]2[CH:7]=[C:2]([NH:1][C:28]([NH2:29])=[O:27])[CH:3]=[CH:4][C:5]=2[O:19][CH2:20][CH2:21][CH3:22])[NH:13][C:12](=[O:14])[C:11]=1[CH2:15][CH3:16])[CH3:18]. The catalyst class is: 6. (4) Reactant: C([N:5]([C@H:10]1[C@H:15]([C:16]2[CH:21]=[C:20]([F:22])[C:19]([F:23])=[CH:18][C:17]=2[F:24])[CH2:14][C:13](=O)[N:12](CC2C=CC=CC=2)[CH2:11]1)C(=O)OC)(C)(C)C.B.Cl.[C:46]([O:45][C:43](O[C:43]([O:45][C:46]([CH3:49])([CH3:48])[CH3:47])=[O:44])=[O:44])([CH3:49])([CH3:48])[CH3:47]. Product: [C:46]([O:45][C:43](=[O:44])[NH:5][C@@H:10]1[C@@H:15]([C:16]2[CH:21]=[C:20]([F:22])[C:19]([F:23])=[CH:18][C:17]=2[F:24])[CH2:14][CH2:13][NH:12][CH2:11]1)([CH3:47])([CH3:48])[CH3:49]. The catalyst class is: 7.